Dataset: Full USPTO retrosynthesis dataset with 1.9M reactions from patents (1976-2016). Task: Predict the reactants needed to synthesize the given product. (1) Given the product [CH2:11]([NH:13][C:2]1[CH:3]=[CH:4][C:5]([N+:8]([O-:10])=[O:9])=[N:6][CH:7]=1)[CH3:12], predict the reactants needed to synthesize it. The reactants are: Br[C:2]1[CH:3]=[CH:4][C:5]([N+:8]([O-:10])=[O:9])=[N:6][CH:7]=1.[CH2:11]([NH2:13])[CH3:12]. (2) Given the product [CH3:8][O:7][C:5](=[O:6])[C:4]1[CH:9]=[C:10]([Cl:12])[CH:11]=[C:2]([NH:20][C:14](=[O:19])[C:15]([CH3:18])([CH3:17])[CH3:16])[C:3]=1[F:13], predict the reactants needed to synthesize it. The reactants are: Br[C:2]1[C:3]([F:13])=[C:4]([CH:9]=[C:10]([Cl:12])[CH:11]=1)[C:5]([O:7][CH3:8])=[O:6].[C:14]([NH2:20])(=[O:19])[C:15]([CH3:18])([CH3:17])[CH3:16].C(=O)([O-])[O-].[Cs+].[Cs+].CC1(C)C2C(=C(P(C3C=CC=CC=3)C3C=CC=CC=3)C=CC=2)OC2C(P(C3C=CC=CC=3)C3C=CC=CC=3)=CC=CC1=2. (3) The reactants are: [F:1][C:2]1[CH:7]=[CH:6][C:5]([C:8](=[O:15])[CH2:9][CH2:10][CH2:11][C:12]([OH:14])=O)=[CH:4][CH:3]=1.[C:16]1([C@@H:22]([CH2:24]O)[NH2:23])[CH:21]=[CH:20][CH:19]=[CH:18][CH:17]=1. Given the product [F:1][C:2]1[CH:3]=[CH:4][C:5]([C@:8]23[O:15][CH2:24][C@H:22]([C:16]4[CH:21]=[CH:20][CH:19]=[CH:18][CH:17]=4)[N:23]2[C:12](=[O:14])[CH2:11][CH2:10][CH2:9]3)=[CH:6][CH:7]=1, predict the reactants needed to synthesize it. (4) Given the product [Br:1][C:2]1[CH:7]=[CH:6][C:5]([OH:8])=[C:4]([C:9]2[N:13]=[CH:12][N:11]([C:15]3[CH:20]=[CH:19][CH:18]=[CH:17][N:16]=3)[N:10]=2)[CH:3]=1, predict the reactants needed to synthesize it. The reactants are: [Br:1][C:2]1[CH:7]=[CH:6][C:5]([OH:8])=[C:4]([C:9]2[N:13]=[CH:12][NH:11][N:10]=2)[CH:3]=1.Cl[C:15]1[CH:20]=[CH:19][CH:18]=[CH:17][N:16]=1. (5) Given the product [OH:24][NH:23][C:9](=[N:8][C:5]1[CH:4]=[CH:3][C:2]([I:1])=[CH:7][N:6]=1)[C:10]([CH3:13])([CH3:12])[CH3:11], predict the reactants needed to synthesize it. The reactants are: [I:1][C:2]1[CH:3]=[CH:4][C:5]([NH:8][C:9](=S)[C:10]([CH3:13])([CH3:12])[CH3:11])=[N:6][CH:7]=1.CCN(CC)CC.Cl.[NH2:23][OH:24]. (6) Given the product [Cl:1][C:2]1[N:7]=[N:6][C:5]([C:8]([NH2:24])=[O:9])=[C:4]([NH:13][C:14]2[CH:19]=[CH:18][C:17]([CH3:20])=[C:16]([N:21]([CH3:23])[CH3:22])[N:15]=2)[CH:3]=1, predict the reactants needed to synthesize it. The reactants are: [Cl:1][C:2]1[N:7]=[N:6][C:5]([C:8](OCC)=[O:9])=[C:4]([NH:13][C:14]2[CH:19]=[CH:18][C:17]([CH3:20])=[C:16]([N:21]([CH3:23])[CH3:22])[N:15]=2)[CH:3]=1.[NH3:24]. (7) Given the product [N+:8]([C:5]1[CH:6]=[CH:7][C:2]([NH:30][CH2:29][CH2:28][O:27][CH3:26])=[C:3]([C:11]2[O:12][C:13]3[CH:19]=[CH:18][C:17]([C:20]4[CH:25]=[CH:24][CH:23]=[CH:22][CH:21]=4)=[CH:16][C:14]=3[N:15]=2)[CH:4]=1)([O-:10])=[O:9], predict the reactants needed to synthesize it. The reactants are: F[C:2]1[CH:7]=[CH:6][C:5]([N+:8]([O-:10])=[O:9])=[CH:4][C:3]=1[C:11]1[O:12][C:13]2[CH:19]=[CH:18][C:17]([C:20]3[CH:25]=[CH:24][CH:23]=[CH:22][CH:21]=3)=[CH:16][C:14]=2[N:15]=1.[CH3:26][O:27][CH2:28][CH2:29][NH2:30].